This data is from NCI-60 drug combinations with 297,098 pairs across 59 cell lines. The task is: Regression. Given two drug SMILES strings and cell line genomic features, predict the synergy score measuring deviation from expected non-interaction effect. (1) Drug 1: C1CN(P(=O)(OC1)NCCCl)CCCl. Drug 2: CC(C)CN1C=NC2=C1C3=CC=CC=C3N=C2N. Cell line: RPMI-8226. Synergy scores: CSS=-3.63, Synergy_ZIP=2.27, Synergy_Bliss=-0.422, Synergy_Loewe=-2.61, Synergy_HSA=-4.40. (2) Drug 1: CCC(=C(C1=CC=CC=C1)C2=CC=C(C=C2)OCCN(C)C)C3=CC=CC=C3.C(C(=O)O)C(CC(=O)O)(C(=O)O)O. Synergy scores: CSS=85.7, Synergy_ZIP=16.7, Synergy_Bliss=15.8, Synergy_Loewe=11.6, Synergy_HSA=16.5. Drug 2: CC1=C2C(C(=O)C3(C(CC4C(C3C(C(C2(C)C)(CC1OC(=O)C(C(C5=CC=CC=C5)NC(=O)C6=CC=CC=C6)O)O)OC(=O)C7=CC=CC=C7)(CO4)OC(=O)C)O)C)OC(=O)C. Cell line: HL-60(TB). (3) Drug 1: C(CCl)NC(=O)N(CCCl)N=O. Drug 2: N.N.Cl[Pt+2]Cl. Cell line: SF-539. Synergy scores: CSS=61.5, Synergy_ZIP=-1.70, Synergy_Bliss=0.700, Synergy_Loewe=-7.34, Synergy_HSA=2.45. (4) Drug 1: CC1=C2C(C(=O)C3(C(CC4C(C3C(C(C2(C)C)(CC1OC(=O)C(C(C5=CC=CC=C5)NC(=O)OC(C)(C)C)O)O)OC(=O)C6=CC=CC=C6)(CO4)OC(=O)C)OC)C)OC. Drug 2: CS(=O)(=O)CCNCC1=CC=C(O1)C2=CC3=C(C=C2)N=CN=C3NC4=CC(=C(C=C4)OCC5=CC(=CC=C5)F)Cl. Cell line: SR. Synergy scores: CSS=73.1, Synergy_ZIP=10.7, Synergy_Bliss=8.50, Synergy_Loewe=-3.91, Synergy_HSA=8.72.